Dataset: Reaction yield outcomes from USPTO patents with 853,638 reactions. Task: Predict the reaction yield, written as a fraction of the theoretical maximum amount of product (1.0 means a 100% yield; for example, 0.34 means a 34% yield). (1) The reactants are Br[C:2]1[CH:3]=[N:4][C:5]([S:8]([CH3:11])(=[O:10])=[O:9])=[N:6][CH:7]=1.[C:12]1([C:18]#[CH:19])[CH:17]=[CH:16][CH:15]=[CH:14][CH:13]=1.C(N(CC)CC)C. The catalyst is C1COCC1.C1C=CC(P(C2C=CC=CC=2)C2C=CC=CC=2)=CC=1.C1C=CC(P(C2C=CC=CC=2)C2C=CC=CC=2)=CC=1.Cl[Pd]Cl.[Cu]I.C1(P(C2C=CC=CC=2)C2C=CC=CC=2)C=CC=CC=1. The product is [CH3:11][S:8]([C:5]1[N:4]=[CH:3][C:2]([C:19]#[C:18][C:12]2[CH:17]=[CH:16][CH:15]=[CH:14][CH:13]=2)=[CH:7][N:6]=1)(=[O:10])=[O:9]. The yield is 0.570. (2) The reactants are Cl[CH2:2][C:3]([C:7]1[CH:12]=[CH:11][CH:10]=[C:9]([F:13])[C:8]=1[F:14])([OH:6])[CH2:4]Cl.C(=O)(O)[O-].[Na+].[CH2:20]([NH2:22])[CH3:21].O. The catalyst is C(#N)C.O1CCCC1.COC(C)(C)C. The product is [F:14][C:8]1[C:9]([F:13])=[CH:10][CH:11]=[CH:12][C:7]=1[C:3]1([OH:6])[CH2:4][N:22]([CH2:20][CH3:21])[CH2:2]1. The yield is 0.480. (3) The reactants are [CH2:1]([N:3]1[C:7]2[N:8]=[C:9]([C:18]3[CH:23]=[CH:22][C:21]([NH:24][C:25]([NH:27][C:28]4[CH:36]=[CH:35][C:31]([C:32]([OH:34])=O)=[CH:30][CH:29]=4)=[O:26])=[CH:20][CH:19]=3)[N:10]=[C:11]([N:12]3[CH2:17][CH2:16][O:15][CH2:14][CH2:13]3)[C:6]=2[CH:5]=[CH:4]1)[CH3:2].[CH3:37][N:38]([CH3:43])[CH2:39][CH2:40][CH2:41][NH2:42]. No catalyst specified. The product is [CH3:37][N:38]([CH3:43])[CH2:39][CH2:40][CH2:41][NH:42][C:32](=[O:34])[C:31]1[CH:35]=[CH:36][C:28]([NH:27][C:25](=[O:26])[NH:24][C:21]2[CH:20]=[CH:19][C:18]([C:9]3[N:10]=[C:11]([N:12]4[CH2:13][CH2:14][O:15][CH2:16][CH2:17]4)[C:6]4[CH:5]=[CH:4][N:3]([CH2:1][CH3:2])[C:7]=4[N:8]=3)=[CH:23][CH:22]=2)=[CH:29][CH:30]=1. The yield is 0.450. (4) The reactants are [Si]([O:8][CH2:9][C:10]([CH3:53])([CH3:52])[CH2:11][C:12]1[CH:17]=[CH:16][C:15]([NH:18][C:19](=[O:47])[CH2:20][C:21]2[CH:26]=[CH:25][C:24]([C:27]3[CH:28]=[N:29][C:30]([O:36]CC4C=CC(OC)=CC=4)=[C:31]([O:33][CH2:34][CH3:35])[CH:32]=3)=[C:23]([F:46])[CH:22]=2)=[CH:14][C:13]=1[C:48]([F:51])([F:50])[F:49])(C(C)(C)C)(C)C.Cl. No catalyst specified. The product is [CH2:34]([O:33][C:31]1[C:30](=[O:36])[NH:29][CH:28]=[C:27]([C:24]2[CH:25]=[CH:26][C:21]([CH2:20][C:19]([NH:18][C:15]3[CH:16]=[CH:17][C:12]([CH2:11][C:10]([CH3:52])([CH3:53])[CH2:9][OH:8])=[C:13]([C:48]([F:50])([F:51])[F:49])[CH:14]=3)=[O:47])=[CH:22][C:23]=2[F:46])[CH:32]=1)[CH3:35]. The yield is 0.551. (5) The reactants are [NH2:1][C:2]1[CH2:3][S:4][C:5]2[CH:11]=[CH:10][CH:9]=[CH:8][C:6]=2[N:7]=1.[CH2:12]([N:15]([CH2:19][CH2:20][CH3:21])[C:16](=O)[CH3:17])[CH2:13][CH3:14]. No catalyst specified. The product is [S:4]1[C:5]2[CH:11]=[CH:10][CH:9]=[CH:8][C:6]=2[N:7]=[C:2]([N:1]=[C:16]([N:15]([CH2:19][CH2:20][CH3:21])[CH2:12][CH2:13][CH3:14])[CH3:17])[CH2:3]1. The yield is 0.0900. (6) The reactants are [NH:1]([C:3]1[CH:4]=[C:5]2[C:10](=[CH:11][CH:12]=1)[C:9]([S:13]([OH:16])(=[O:15])=[O:14])=[CH:8][C:7]([S:17]([OH:20])(=[O:19])=[O:18])=[CH:6]2)N.[CH3:21][CH:22]([C:31](=O)[CH3:32])[CH2:23][CH2:24][CH2:25][CH2:26][CH2:27][C:28]([OH:30])=[O:29].C([O-])(=O)C.[K+].C(O)(=O)C. The catalyst is CCOCC. The product is [CH3:21][C:22]1([CH2:23][CH2:24][CH2:25][CH2:26][CH2:27][C:28]([OH:30])=[O:29])[C:4]2[C:5]3[CH:6]=[C:7]([S:17]([OH:20])(=[O:19])=[O:18])[CH:8]=[C:9]([S:13]([OH:16])(=[O:15])=[O:14])[C:10]=3[CH:11]=[CH:12][C:3]=2[N:1]=[C:31]1[CH3:32]. The yield is 0.350.